From a dataset of Forward reaction prediction with 1.9M reactions from USPTO patents (1976-2016). Predict the product of the given reaction. (1) The product is: [Cl:7][C:8]1[CH:9]=[C:10]([CH:13]=[C:14]([O:16][C:17]2[C:18]([CH3:29])=[N:19][NH:20][C:21]=2[CH2:22][N:23]2[CH2:24][CH2:25][N:26]([C:4](=[O:6])[CH2:3][O:2][CH3:1])[CH2:27][CH2:28]2)[CH:15]=1)[C:11]#[N:12]. Given the reactants [CH3:1][O:2][CH2:3][C:4]([OH:6])=O.[Cl:7][C:8]1[CH:9]=[C:10]([CH:13]=[C:14]([O:16][C:17]2[C:18]([CH3:29])=[N:19][NH:20][C:21]=2[CH2:22][N:23]2[CH2:28][CH2:27][NH:26][CH2:25][CH2:24]2)[CH:15]=1)[C:11]#[N:12], predict the reaction product. (2) Given the reactants [CH:1]1([N:4]2[CH2:9][C:8]3([CH2:14][CH2:13][N:12]([CH:15]([C:19]4[CH:24]=[CH:23][C:22]([C:25]5[CH:34]=[C:33]6[C:28]([CH:29]=[CH:30][CH:31]=[N:32]6)=[CH:27][CH:26]=5)=[CH:21][CH:20]=4)[C:16]([OH:18])=O)[CH2:11][CH2:10]3)[O:7][CH2:6][C:5]2=[O:35])[CH2:3][CH2:2]1.[CH:36]([N:39](C(C)C)[CH2:40]C)(C)C.[Cl-].ClC1N(C)CC[N+]=1C.CNC, predict the reaction product. The product is: [CH:1]1([N:4]2[CH2:9][C:8]3([CH2:10][CH2:11][N:12]([CH:15]([C:19]4[CH:24]=[CH:23][C:22]([C:25]5[CH:34]=[C:33]6[C:28]([CH:29]=[CH:30][CH:31]=[N:32]6)=[CH:27][CH:26]=5)=[CH:21][CH:20]=4)[C:16]([N:39]([CH3:40])[CH3:36])=[O:18])[CH2:13][CH2:14]3)[O:7][CH2:6][C:5]2=[O:35])[CH2:2][CH2:3]1. (3) Given the reactants [Br:1][C:2]1[CH:3]=[C:4]([CH:7]=[CH:8][C:9]=1[O:10][CH:11]([CH3:13])[CH3:12])[CH:5]=O.[Na].[Br:15]C1C=C(CO)C=CC=1OC(C)C.Br, predict the reaction product. The product is: [Br:1][C:2]1[CH:3]=[C:4]([CH2:5][Br:15])[CH:7]=[CH:8][C:9]=1[O:10][CH:11]([CH3:13])[CH3:12]. (4) Given the reactants Cl[CH2:2][N:3]1[CH:7]=[CH:6][C:5]([C:8]#[N:9])=[CH:4]1.[F:10][C:11]([F:20])([F:19])[CH2:12][CH2:13][CH:14]([C:17]#[N:18])[C:15]#[N:16].C(=O)([O-])[O-].[K+].[K+].O, predict the reaction product. The product is: [C:8]([C:5]1[CH:6]=[CH:7][N:3]([CH2:2][C:14]([CH2:13][CH2:12][C:11]([F:10])([F:19])[F:20])([C:15]#[N:16])[C:17]#[N:18])[CH:4]=1)#[N:9]. (5) Given the reactants Cl[C:2]1[CH:7]=[C:6]([C:8]#[C:9][C:10]2[N:14]3[N:15]=[C:16]([C:19]4[CH:24]=[CH:23][C:22]([C:25]([N:27]5[CH2:32][CH2:31][O:30][CH2:29][CH2:28]5)=[O:26])=[CH:21][CH:20]=4)[CH:17]=[CH:18][C:13]3=[N:12][CH:11]=2)[CH:5]=[CH:4][N:3]=1.[CH3:33][C:34]1[C:39]([NH2:40])=[CH:38][CH:37]=[CH:36][N:35]=1.C1C=CC(P(C2C(C3C(P(C4C=CC=CC=4)C4C=CC=CC=4)=CC=C4C=3C=CC=C4)=C3C(C=CC=C3)=CC=2)C2C=CC=CC=2)=CC=1.C(O[Na])(C)(C)C, predict the reaction product. The product is: [CH3:33][C:34]1[C:39]([NH:40][C:2]2[CH:7]=[C:6]([C:8]#[C:9][C:10]3[N:14]4[N:15]=[C:16]([C:19]5[CH:24]=[CH:23][C:22]([C:25]([N:27]6[CH2:28][CH2:29][O:30][CH2:31][CH2:32]6)=[O:26])=[CH:21][CH:20]=5)[CH:17]=[CH:18][C:13]4=[N:12][CH:11]=3)[CH:5]=[CH:4][N:3]=2)=[CH:38][CH:37]=[CH:36][N:35]=1.